The task is: Predict the product of the given reaction.. This data is from Forward reaction prediction with 1.9M reactions from USPTO patents (1976-2016). (1) Given the reactants [CH:1]([Li])([CH3:3])[CH3:2].[Br:5][C:6]1[CH:7]=[C:8]([C:12]([C:20]2[CH:25]=[CH:24][CH:23]=[CH:22][C:21]=2[C:26]#[N:27])=[N:13]S(C(C)(C)C)=[O:15])[CH:9]=[CH:10][CH:11]=1.[O:28]1[CH2:32][CH2:31]CC1, predict the reaction product. The product is: [NH3:13].[C:32]([OH:28])(=[O:15])[CH3:31].[Br:5][C:6]1[CH:7]=[C:8]([C:12]2([CH:1]([CH3:3])[CH3:2])[C:20]3[C:21](=[CH:22][CH:23]=[CH:24][CH:25]=3)[C:26]([NH2:27])=[N:13]2)[CH:9]=[CH:10][CH:11]=1. (2) Given the reactants [NH:1]1[CH2:6][CH2:5][CH:4]([N:7]2[CH2:12][CH2:11][CH:10]([N:13]3[C@@H:22]4[C@H:17]([CH2:18][CH2:19][CH2:20][CH2:21]4)[CH2:16][NH:15][C:14]3=[O:23])[CH2:9][CH2:8]2)[CH2:3][CH2:2]1.C(N(CC)CC)C.Cl[C:32]([O:34][CH2:35][CH3:36])=[O:33], predict the reaction product. The product is: [O:23]=[C:14]1[NH:15][CH2:16][C@@H:17]2[C@H:22]([CH2:21][CH2:20][CH2:19][CH2:18]2)[N:13]1[CH:10]1[CH2:9][CH2:8][N:7]([CH:4]2[CH2:5][CH2:6][N:1]([C:32]([O:34][CH2:35][CH3:36])=[O:33])[CH2:2][CH2:3]2)[CH2:12][CH2:11]1. (3) Given the reactants [F:1][C:2]([F:16])([F:15])[C:3]1[CH:4]=[C:5]2[CH:11]=[C:10]([C:12]([OH:14])=[O:13])[NH:9][C:6]2=[N:7][CH:8]=1.S(=O)(=O)(O)O, predict the reaction product. The product is: [F:16][C:2]([F:1])([F:15])[C:3]1[CH:4]=[C:5]2[CH:11]=[CH:10][NH:9][C:6]2=[N:7][CH:8]=1.[CH3:11][CH2:10][C:12]([O-:14])=[O:13]. (4) The product is: [Cl:20][C:3]1[C:4]2[C:9](=[CH:8][CH:7]=[CH:6][C:5]=2[C:10]2[CH:11]=[N:12][C:13]3[C:18]([CH:19]=2)=[CH:17][CH:16]=[CH:15][CH:14]=3)[NH:1][N:2]=1. Given the reactants [NH:1]1[C:9]2[C:4](=[C:5]([C:10]3[CH:11]=[N:12][C:13]4[C:18]([CH:19]=3)=[CH:17][CH:16]=[CH:15][CH:14]=4)[CH:6]=[CH:7][CH:8]=2)[CH:3]=[N:2]1.[Cl:20]N1C(=O)CCC1=O, predict the reaction product.